From a dataset of Full USPTO retrosynthesis dataset with 1.9M reactions from patents (1976-2016). Predict the reactants needed to synthesize the given product. (1) Given the product [CH3:16][O:15][C:13]([NH:1][C@H:2]([C:5]([OH:7])=[O:6])[CH2:3][S:4][CH3:10])=[O:14], predict the reactants needed to synthesize it. The reactants are: [NH2:1][C@H:2]([C:5]([OH:7])=[O:6])[CH2:3][SH:4].[OH-].[Na+].[CH3:10]I.Cl[C:13]([O:15][CH3:16])=[O:14].Cl. (2) Given the product [CH3:22][C:23]1[N:24]=[CH:25][N:26]([C:2]2[CH:3]=[C:4]3[C:9](=[CH:10][C:11]=2[N+:12]([O-:14])=[O:13])[NH:8][C:7](=[O:15])[N:6]([NH:16][S:17]([CH3:20])(=[O:19])=[O:18])[C:5]3=[O:21])[CH:27]=1, predict the reactants needed to synthesize it. The reactants are: F[C:2]1[CH:3]=[C:4]2[C:9](=[CH:10][C:11]=1[N+:12]([O-:14])=[O:13])[NH:8][C:7](=[O:15])[N:6]([NH:16][S:17]([CH3:20])(=[O:19])=[O:18])[C:5]2=[O:21].[CH3:22][C:23]1[N:24]=[CH:25][NH:26][CH:27]=1. (3) Given the product [C:1]([NH:9][CH:11]([OH:12])[C:10]([OH:14])=[O:13])(=[O:8])[C:2]1[CH:7]=[CH:6][CH:5]=[CH:4][CH:3]=1, predict the reactants needed to synthesize it. The reactants are: [C:1]([NH2:9])(=[O:8])[C:2]1[CH:7]=[CH:6][CH:5]=[CH:4][CH:3]=1.[C:10]([OH:14])(=[O:13])[CH:11]=[O:12].